The task is: Predict the reactants needed to synthesize the given product.. This data is from Full USPTO retrosynthesis dataset with 1.9M reactions from patents (1976-2016). Given the product [NH2:5][C:6]1[N:11]=[CH:10][C:9](/[CH:12]=[CH:13]/[C:14]([N:28]([CH3:29])[CH2:27][C:20]2[C:21]3[C:26](=[CH:25][CH:24]=[CH:23][CH:22]=3)[N:18]([CH3:17])[N:19]=2)=[O:16])=[CH:8][CH:7]=1, predict the reactants needed to synthesize it. The reactants are: C(Cl)CCl.[NH2:5][C:6]1[N:11]=[CH:10][C:9](/[CH:12]=[CH:13]/[C:14]([OH:16])=O)=[CH:8][CH:7]=1.[CH3:17][N:18]1[C:26]2[C:21](=[CH:22][CH:23]=[CH:24][CH:25]=2)[C:20]([CH2:27][NH:28][CH3:29])=[N:19]1.C1C=CC2N(O)N=NC=2C=1.O.CCN(CC)CC.